From a dataset of Catalyst prediction with 721,799 reactions and 888 catalyst types from USPTO. Predict which catalyst facilitates the given reaction. (1) Reactant: CCN(C(C)C)C(C)C.[CH3:10][C:11]([Si:14]([CH3:38])([CH3:37])[O:15][CH2:16][C@@H:17]([O:19][C:20]1[CH:21]=[C:22]([CH:26]=[C:27]([O:29][CH2:30][C:31]2[CH:36]=[CH:35][CH:34]=[CH:33][CH:32]=2)[CH:28]=1)[C:23]([OH:25])=O)[CH3:18])([CH3:13])[CH3:12].CN(C(ON1N=NC2C=CC=NC1=2)=[N+](C)C)C.F[P-](F)(F)(F)(F)F.[CH3:63][CH:64]([N:66]1[CH:70]=[CH:69][C:68]([NH2:71])=[N:67]1)[CH3:65]. Product: [CH3:12][C:11]([Si:14]([CH3:38])([CH3:37])[O:15][CH2:16][C@@H:17]([O:19][C:20]1[CH:21]=[C:22]([CH:26]=[C:27]([O:29][CH2:30][C:31]2[CH:32]=[CH:33][CH:34]=[CH:35][CH:36]=2)[CH:28]=1)[C:23]([NH:71][C:68]1[CH:69]=[CH:70][N:66]([CH:64]([CH3:65])[CH3:63])[N:67]=1)=[O:25])[CH3:18])([CH3:13])[CH3:10]. The catalyst class is: 3. (2) Reactant: [N+:1]([C:4]1[CH:12]=[CH:11][C:7]([C:8]([OH:10])=O)=[C:6]([C:13]2[CH:18]=[CH:17][CH:16]=[CH:15][CH:14]=2)[CH:5]=1)([O-:3])=[O:2].ON1C(=O)C2C=CC=CC=2N=N1.Cl.[CH3:32][O:33][C:34](=[O:41])[C@H:35]([CH2:37][CH2:38][S:39][CH3:40])[NH2:36].C(N(CC)CC)C.C(C1C=CC=CC=1N(CC)CC)C. Product: [CH3:32][O:33][C:34](=[O:41])[C@H:35]([CH2:37][CH2:38][S:39][CH3:40])[NH:36][C:8](=[O:10])[C:7]1[CH:11]=[CH:12][C:4]([N+:1]([O-:3])=[O:2])=[CH:5][C:6]=1[C:13]1[CH:18]=[CH:17][CH:16]=[CH:15][CH:14]=1. The catalyst class is: 3. (3) Reactant: [O:1]=[C:2]1[CH2:7][NH:6][CH2:5][CH2:4][N:3]1[C:8]1[CH:13]=[CH:12][C:11]([S:14]([NH:17][C:18]2[S:19][CH:20]=[CH:21][N:22]=2)(=[O:16])=[O:15])=[CH:10][CH:9]=1.[Cl:23][C:24]1[CH:25]=[C:26]2[C:30](=[CH:31][CH:32]=1)[N:29]([CH:33]([CH3:37])[C:34](O)=[O:35])[C:28]([CH3:38])=[CH:27]2.CN(C(ON1N=NC2C=CC=NC1=2)=[N+](C)C)C.F[P-](F)(F)(F)(F)F.C(=O)(O)[O-].[Na+]. Product: [Cl:23][C:24]1[CH:25]=[C:26]2[C:30](=[CH:31][CH:32]=1)[N:29]([CH:33]([CH3:37])[C:34]([N:6]1[CH2:5][CH2:4][N:3]([C:8]3[CH:9]=[CH:10][C:11]([S:14]([NH:17][C:18]4[S:19][CH:20]=[CH:21][N:22]=4)(=[O:16])=[O:15])=[CH:12][CH:13]=3)[C:2](=[O:1])[CH2:7]1)=[O:35])[C:28]([CH3:38])=[CH:27]2. The catalyst class is: 3. (4) Reactant: COC(=O)[C:4]1[CH:9]=[CH:8][CH:7]=[C:6]([CH2:10][O:11][C:12]2[CH:17]=[CH:16][C:15]([C:18]3[CH:23]=[C:22]([F:24])[C:21]([F:25])=[CH:20][C:19]=3[O:26][CH3:27])=[CH:14][CH:13]=2)[C:5]=1[NH:28][N:29]([C:34]([O:36]C(C)(C)C)=O)[CH2:30][CH2:31][O:32][CH3:33].Cl. Product: [F:25][C:21]1[C:22]([F:24])=[CH:23][C:18]([C:15]2[CH:16]=[CH:17][C:12]([O:11][CH2:10][C:6]3[CH:7]=[CH:8][CH:9]=[C:4]4[C:5]=3[NH:28][N:29]([CH2:30][CH2:31][O:32][CH3:33])[C:34]4=[O:36])=[CH:13][CH:14]=2)=[C:19]([O:26][CH3:27])[CH:20]=1. The catalyst class is: 1. (5) Reactant: [OH:1][C:2]1[CH:11]=[C:10]2[C:5]([C:6]([O:12][C:13]3[C:14]([C:23](=[O:25])[CH3:24])=[N:15][C:16]4[C:21]([CH:22]=3)=[CH:20][CH:19]=[CH:18][CH:17]=4)=[CH:7][CH:8]=[N:9]2)=[CH:4][C:3]=1[O:26][CH3:27].C(=O)([O-])[O-].[K+].[K+].[CH2:34]([CH:36]1[O:38][CH2:37]1)Br.O. Product: [CH3:27][O:26][C:3]1[CH:4]=[C:5]2[C:10](=[CH:11][C:2]=1[O:1][CH2:34][CH:36]1[CH2:37][O:38]1)[N:9]=[CH:8][CH:7]=[C:6]2[O:12][C:13]1[C:14]([C:23](=[O:25])[CH3:24])=[N:15][C:16]2[C:21]([CH:22]=1)=[CH:20][CH:19]=[CH:18][CH:17]=2. The catalyst class is: 9. (6) Reactant: [CH:1]1([C@@:7]([C:27]([OH:29])=[O:28])([CH3:26])[NH:8][C:9]([O:11][CH2:12][CH:13]2[C:25]3[CH:24]=[CH:23][CH:22]=[CH:21][C:20]=3[C:19]3[C:14]2=[CH:15][CH:16]=[CH:17][CH:18]=3)=[O:10])[CH2:6][CH2:5][CH2:4][CH2:3][CH2:2]1.[N+](=[CH2:32])=[N-].C(O)(=O)C. Product: [CH:1]1([C@@:7]([C:27]([O:29][CH3:32])=[O:28])([CH3:26])[NH:8][C:9]([O:11][CH2:12][CH:13]2[C:14]3[CH:15]=[CH:16][CH:17]=[CH:18][C:19]=3[C:20]3[C:25]2=[CH:24][CH:23]=[CH:22][CH:21]=3)=[O:10])[CH2:6][CH2:5][CH2:4][CH2:3][CH2:2]1. The catalyst class is: 4. (7) Reactant: Cl[C:2]1[CH:11]=[N:10][C:9]2[C:4](=[CH:5][C:6]([CH3:12])=[CH:7][CH:8]=2)[N:3]=1.[CH3:13][O:14][C:15]1[CH:20]=[C:19]([O:21][CH3:22])[CH:18]=[CH:17][C:16]=1[CH2:23][NH2:24].CCOC(C)=O. Product: [CH3:13][O:14][C:15]1[CH:20]=[C:19]([O:21][CH3:22])[CH:18]=[CH:17][C:16]=1[CH2:23][NH:24][C:2]1[CH:11]=[N:10][C:9]2[C:4](=[CH:5][C:6]([CH3:12])=[CH:7][CH:8]=2)[N:3]=1. The catalyst class is: 16. (8) Reactant: [CH2:1]([O:3][C:4](=[O:13])[CH2:5][C:6]1[CH:11]=[CH:10][C:9]([SH:12])=[CH:8][CH:7]=1)[CH3:2].N1C=CC=CC=1.Cl[CH2:21][O:22][CH2:23][CH3:24].Cl. Product: [CH2:1]([O:3][C:4](=[O:13])[CH2:5][C:6]1[CH:11]=[CH:10][C:9]([S:12][CH2:21][O:22][CH2:23][CH3:24])=[CH:8][CH:7]=1)[CH3:2]. The catalyst class is: 47. (9) Reactant: [CH3:1][C:2]1[NH:3][C:4]2[C:9]([CH:10]=1)=[CH:8][CH:7]=[CH:6][CH:5]=2.[H-].[Na+].I[CH3:14]. Product: [CH3:14][N:3]1[C:4]2[C:9](=[CH:8][CH:7]=[CH:6][CH:5]=2)[CH:10]=[C:2]1[CH3:1]. The catalyst class is: 3.